From a dataset of Forward reaction prediction with 1.9M reactions from USPTO patents (1976-2016). Predict the product of the given reaction. Given the reactants Br[C:2]1[C:10]2[N:9]=[C:8]([N:11]3[CH2:16][CH2:15][N:14]([C:17]4[C:22]([Cl:23])=[CH:21][C:20]([Cl:24])=[CH:19][N:18]=4)[CH2:13][CH2:12]3)[NH:7][C:6]=2[CH:5]=[C:4]([C:25]([F:28])([F:27])[F:26])[CH:3]=1.[F:29][C:30]1[CH:31]=[C:32](B(O)O)[CH:33]=[CH:34][C:35]=1[F:36], predict the reaction product. The product is: [Cl:23][C:22]1[C:17]([N:14]2[CH2:15][CH2:16][N:11]([C:8]3[NH:9][C:10]4[C:2]([C:33]5[CH:32]=[CH:31][C:30]([F:29])=[C:35]([F:36])[CH:34]=5)=[CH:3][C:4]([C:25]([F:27])([F:28])[F:26])=[CH:5][C:6]=4[N:7]=3)[CH2:12][CH2:13]2)=[N:18][CH:19]=[C:20]([Cl:24])[CH:21]=1.